Dataset: Forward reaction prediction with 1.9M reactions from USPTO patents (1976-2016). Task: Predict the product of the given reaction. Given the reactants C([O:4][C@H:5]1[C@H:17]([O:18]C(=O)C)[C@H:16]([O:22]C(=O)C)[C@H:15]([CH3:26])[O:14][C@@H:6]1[S:7][C:8]1[CH:13]=[CH:12][CH:11]=[CH:10][CH:9]=1)(=O)C.C[O-].[Na+], predict the reaction product. The product is: [S:7]([C:8]1[CH:9]=[CH:10][CH:11]=[CH:12][CH:13]=1)[C@H:6]1[O:14][C@@H:15]([CH3:26])[C@@H:16]([OH:22])[C@@H:17]([OH:18])[C@@H:5]1[OH:4].